This data is from Forward reaction prediction with 1.9M reactions from USPTO patents (1976-2016). The task is: Predict the product of the given reaction. (1) Given the reactants [CH3:1][O:2][C:3]1[CH:8]=[CH:7][C:6]([CH2:9][C:10](=O)[CH:11]([CH3:13])[CH3:12])=[CH:5][C:4]=1[O:15][CH2:16][CH2:17][CH2:18][O:19][CH3:20].[BH3-]C#[N:23].[Na+].[OH-].[Na+], predict the reaction product. The product is: [CH3:1][O:2][C:3]1[CH:8]=[CH:7][C:6]([CH2:9][CH:10]([NH2:23])[CH:11]([CH3:13])[CH3:12])=[CH:5][C:4]=1[O:15][CH2:16][CH2:17][CH2:18][O:19][CH3:20]. (2) Given the reactants [NH2:1][C:2]1[N:11]=[C:10]([NH2:12])[C:9]([Cl:13])=[CH:8][C:3]=1[C:4]([O:6][CH3:7])=[O:5].Br[CH2:15][C:16](=O)[CH2:17][CH3:18], predict the reaction product. The product is: [NH2:12][C:10]1[N:11]2[CH:15]=[C:16]([CH2:17][CH3:18])[N:1]=[C:2]2[C:3]([C:4]([O:6][CH3:7])=[O:5])=[CH:8][C:9]=1[Cl:13]. (3) Given the reactants I[C:2]1[CH:3]=[C:4]2[C:8](=[CH:9][CH:10]=1)[N:7]([CH:11]1[CH2:16][CH2:15][CH2:14][CH2:13][O:12]1)[N:6]=[C:5]2[CH2:17][N:18]([CH3:30])[CH2:19][CH2:20][N:21]([CH3:29])[C:22](=[O:28])[O:23][C:24]([CH3:27])([CH3:26])[CH3:25].[NH:31]1[CH2:36][CH2:35][CH2:34][CH2:33][CH2:32]1, predict the reaction product. The product is: [CH3:29][N:21]([CH2:20][CH2:19][N:18]([CH3:30])[CH2:17][C:5]1[C:4]2[C:8](=[CH:9][CH:10]=[C:2]([N:31]3[CH2:36][CH2:35][CH2:34][CH2:33][CH2:32]3)[CH:3]=2)[N:7]([CH:11]2[CH2:16][CH2:15][CH2:14][CH2:13][O:12]2)[N:6]=1)[C:22](=[O:28])[O:23][C:24]([CH3:27])([CH3:26])[CH3:25]. (4) Given the reactants [Cl:1][C:2]1[S:6][C:5]([C:7]([OH:9])=O)=[CH:4][CH:3]=1.[CH:10]([N:13]1[CH2:18][CH2:17][CH:16]([NH:19][S:20]([CH2:23][CH2:24][CH2:25][NH2:26])(=[O:22])=[O:21])[CH2:15][CH2:14]1)([CH3:12])[CH3:11], predict the reaction product. The product is: [CH:10]([N:13]1[CH2:18][CH2:17][CH:16]([NH:19][S:20]([CH2:23][CH2:24][CH2:25][NH:26][C:7]([C:5]2[S:6][C:2]([Cl:1])=[CH:3][CH:4]=2)=[O:9])(=[O:21])=[O:22])[CH2:15][CH2:14]1)([CH3:12])[CH3:11]. (5) Given the reactants [F:1][C:2]1[CH:3]=[C:4]([C@H:10]([NH:13]C(=O)OC(C)(C)C)[CH2:11][OH:12])[CH:5]=[C:6]([CH2:8][F:9])[CH:7]=1.Cl, predict the reaction product. The product is: [NH2:13][C@@H:10]([C:4]1[CH:5]=[C:6]([CH2:8][F:9])[CH:7]=[C:2]([F:1])[CH:3]=1)[CH2:11][OH:12]. (6) Given the reactants [NH2:1][C:2]1[N:3]=[C:4]([O:13][CH2:14][C:15]([F:18])([F:17])[F:16])[C:5]2[N:11]=[C:10](Cl)[CH:9]=[CH:8][C:6]=2[N:7]=1.[F:19][C:20]1[CH:25]=[CH:24][C:23](B(O)O)=[CH:22][CH:21]=1.C(=O)([O-])[O-].[K+].[K+], predict the reaction product. The product is: [NH2:1][C:2]1[N:3]=[C:4]([O:13][CH2:14][C:15]([F:18])([F:17])[F:16])[C:5]2[N:11]=[C:10]([C:23]3[CH:24]=[CH:25][C:20]([F:19])=[CH:21][CH:22]=3)[CH:9]=[CH:8][C:6]=2[N:7]=1. (7) Given the reactants C(OC([N:8]1[CH2:13][CH2:12][CH:11]([CH:14]([S:19]([C:22]2[CH:27]=[CH:26][C:25]([O:28][CH2:29][C:30]#[C:31][CH3:32])=[CH:24][CH:23]=2)(=[O:21])=[O:20])[C:15]([NH:17][OH:18])=[O:16])[CH2:10][CH2:9]1)=O)(C)(C)C.[CH2:29]([O:28][C:25]1[CH:24]=[CH:23][C:22]([S:19]([CH:14]([CH:11]2[CH2:12][CH2:13][NH:8][CH2:9][CH2:10]2)[C:15]([NH:17][OH:18])=[O:16])(=[O:20])=[O:21])=[CH:27][CH:26]=1)[C:30]#[C:31][CH3:32], predict the reaction product. The product is: [CH2:29]([O:28][C:25]1[CH:24]=[CH:23][C:22]([S:19]([CH:14]([CH:11]2[CH2:12][CH2:13][NH:8][CH2:9][CH2:10]2)[C:15]([NH:17][OH:18])=[O:16])(=[O:21])=[O:20])=[CH:27][CH:26]=1)[C:30]#[C:31][CH3:32]. (8) Given the reactants [CH3:1][C:2]1[S:3][CH:4]=[C:5]([C:7]2[CH:16]=[CH:15][C:10]([O:11][CH2:12][CH2:13][NH2:14])=[CH:9][CH:8]=2)[N:6]=1.[C:17]([NH:20][C:21]1[N:26]=[CH:25][C:24]([CH:27]([O:40][Si:41]([C:44]([CH3:47])([CH3:46])[CH3:45])([CH3:43])[CH3:42])[CH2:28]OS(C2C=CC(C)=CC=2)(=O)=O)=[CH:23][CH:22]=1)(=[O:19])[CH3:18].C(N(C(C)C)CC)(C)C, predict the reaction product. The product is: [C:44]([Si:41]([CH3:43])([CH3:42])[O:40][C@H:27]([C:24]1[CH:23]=[CH:22][C:21]([NH:20][C:17](=[O:19])[CH3:18])=[N:26][CH:25]=1)[CH2:28][NH:14][CH2:13][CH2:12][O:11][C:10]1[CH:15]=[CH:16][C:7]([C:5]2[N:6]=[C:2]([CH3:1])[S:3][CH:4]=2)=[CH:8][CH:9]=1)([CH3:47])([CH3:46])[CH3:45]. (9) Given the reactants C[O:2][CH:3](OC)[CH2:4][N:5]1[C:13]2[C:8](=[CH:9][C:10]([N:14]3[CH:19]=[CH:18][C:17]([C:20]4[CH:25]=[CH:24][C:23]([C:26]([F:29])([F:28])[F:27])=[CH:22][CH:21]=4)=[CH:16][C:15]3=[O:30])=[CH:11][CH:12]=2)[CH:7]=[N:6]1.Cl.O, predict the reaction product. The product is: [O:30]=[C:15]1[CH:16]=[C:17]([C:20]2[CH:21]=[CH:22][C:23]([C:26]([F:27])([F:28])[F:29])=[CH:24][CH:25]=2)[CH:18]=[CH:19][N:14]1[C:10]1[CH:9]=[C:8]2[C:13](=[CH:12][CH:11]=1)[N:5]([CH2:4][CH:3]=[O:2])[N:6]=[CH:7]2. (10) Given the reactants [Li+].CCC[CH2-].Cl[P:7](=[O:14])([O:11][CH2:12][CH3:13])[O:8][CH2:9][CH3:10].[CH2:15]1[CH2:19][O:18]CC1, predict the reaction product. The product is: [P:7]([O:18][CH:19]=[CH2:15])([O:11][CH2:12][CH3:13])([O:8][CH2:9][CH3:10])=[O:14].